From a dataset of Experimentally validated miRNA-target interactions with 360,000+ pairs, plus equal number of negative samples. Binary Classification. Given a miRNA mature sequence and a target amino acid sequence, predict their likelihood of interaction. (1) The miRNA is hsa-miR-6798-5p with sequence CCAGGGGGAUGGGCGAGCUUGGG. Result: 0 (no interaction). The protein sequence of the target gene is MATLARLQARSSTVGNQYYFRNSVVDPFRKKENDAAVKIQSWFRGCQVRAYIRHLNRIVTIIQKWWRSFLGRKQYQLTVQVAYYTMMMNLYNAMAVRIQRRWRGYRVRKYLFNYYYLKEYLKVVSETNDAIRKALEEFAEMKEREEKKANLEREEKKRDYQARKMHYLLSTKQIPGIYNSPFRKEPDPWELQLQKAKPLTHRRPKVKQKDSTSLTDWLACTSARSFPRSEILPPINRKQCQGPFRDITEVLEQRYRPLEPTLRVAEPIDELKLAREELRREEWLQNVNDNMFLPFSSYHK.... (2) The miRNA is hsa-miR-149-3p with sequence AGGGAGGGACGGGGGCUGUGC. The protein sequence of the target gene is MAIFRQLSLGAKATLAAVTVFVSMIASRSYLAESLELRAWRWLLRLQLALFVNSLLLIGSLYIWRSTVSNLCHSPAAESTCFQLWKVVVLAFLALAHSSFFTMFFLVAEEPYLFSLAAYSCLGAYIIMLFFLFILSGMEQAYQLLAWRSGRVVGSLEKTRKLVLRPALAVGVTAVLSVAGILNAAQPPAVKTVEVPIHQLPASMNNLKIVLLSDIHLGPTVGRTKMEMFVRMVNVLEPDITVIVGDLSDSEASVLRTAVAPLGQLHSHLGAYFVTGNHEYYTSDVSNWFALLESLHVQPL.... Result: 1 (interaction). (3) The miRNA is mmu-miR-3093-5p with sequence CGCACCCCGCGGAGCUCACACU. The protein sequence of the target gene is MCYGKCARCIGHSLVGLALLCIAANILLYFPNGETKYASENHLSRFVWFFSGIVGGGLLMLLPAFVFIGLEQDDCCGCCGHENCGKRCAMLSSVLAALIGIAGSGYCVIVAALGLAEGPLCLDSLGQWNYTFASTEGQYLLDTSTWSECTEPKHIVEWNVSLFSILLALGGIEFILCLIQVINGVLGGICGFCCSHQQQYDC. Result: 0 (no interaction). (4) The miRNA is hsa-miR-17-5p with sequence CAAAGUGCUUACAGUGCAGGUAG. The protein sequence of the target gene is MSDDKPFLCTAPGCGQRFTNEDHLAVHKHKHEMTLKFGPARNDSVIVADQTPTPTRFLKNCEEVGLFNELASPFENEFKKASEDDIKKMPLDLSPLATPIIRSKIEEPSVVETTHQDSPLPHPESTTSDEKEVPLAQTAQPTSAIVRPASLQVPNVLLTSSDSSVIIQQAVPSPTSSTVITQAPSSNRPIVPVPGPFPLLLHLPNGQTMPVAIPASITSSNVHVPAAVPLVRPVTMVPSVPGIPGPSSPQPVQSEAKMRLKAALTQQHPPVTNGDTVKGHGSGLVRTQSEESRPQSLQQP.... Result: 0 (no interaction).